Predict the product of the given reaction. From a dataset of Forward reaction prediction with 1.9M reactions from USPTO patents (1976-2016). (1) Given the reactants [CH3:1][C:2]1[CH:7]=[C:6]([N:8]2[C:17]3[C:12](=[CH:13][CH:14]=[C:15]([C:18]4[CH:23]=[CH:22][CH:21]=[CH:20][CH:19]=4)[N:16]=3)[CH2:11][CH2:10][CH2:9]2)[N:5]=[C:4]([NH:24][C@@H:25]([CH3:43])[CH2:26][C:27]2[CH:28]=[C:29]([C@H:33]([NH:35]C(=O)OC(C)(C)C)[CH3:34])[CH:30]=[CH:31][CH:32]=2)[N:3]=1.C(O)(C(F)(F)F)=O, predict the reaction product. The product is: [NH2:35][C@@H:33]([C:29]1[CH:28]=[C:27]([CH2:26][C@@H:25]([NH:24][C:4]2[N:3]=[C:2]([CH3:1])[CH:7]=[C:6]([N:8]3[C:17]4[C:12](=[CH:13][CH:14]=[C:15]([C:18]5[CH:23]=[CH:22][CH:21]=[CH:20][CH:19]=5)[N:16]=4)[CH2:11][CH2:10][CH2:9]3)[N:5]=2)[CH3:43])[CH:32]=[CH:31][CH:30]=1)[CH3:34]. (2) Given the reactants Cl[C:2]1[CH:3]=[C:4]([CH:41]=[CH:42][C:43]=1F)[C:5]1[C:10]([C:11]2[CH:20]=[CH:19][C:18]3[C:13](=[CH:14][CH:15]=[C:16]([C:21]4[N:25]([CH:26]5[CH2:31][CH2:30][CH2:29][CH2:28][CH2:27]5)[C:24]5[CH:32]=[CH:33][C:34]([C:36]([OH:38])=[O:37])=[CH:35][C:23]=5[N:22]=4)[CH:17]=3)[N:12]=2)=[CH:9][C:8]([O:39][CH3:40])=[CH:7][CH:6]=1.COC(C1C=CC2N(C3CCCCC3)C(C3C=C4C(=CC=3)N=C(C3C=C(OC)C=CC=3Br)C=C4)=NC=2C=1)=O.[F:83][C:84]([F:95])([F:94])C1C=CC(B(O)O)=CC=1, predict the reaction product. The product is: [CH:26]1([N:25]2[C:24]3[CH:32]=[CH:33][C:34]([C:36]([OH:38])=[O:37])=[CH:35][C:23]=3[N:22]=[C:21]2[C:16]2[CH:17]=[C:18]3[C:13](=[CH:14][CH:15]=2)[N:12]=[C:11]([C:10]2[C:5]([C:4]4[CH:3]=[CH:2][C:43]([C:84]([F:95])([F:94])[F:83])=[CH:42][CH:41]=4)=[CH:6][CH:7]=[C:8]([O:39][CH3:40])[CH:9]=2)[CH:20]=[CH:19]3)[CH2:27][CH2:28][CH2:29][CH2:30][CH2:31]1. (3) Given the reactants [CH:1]1([NH2:4])[CH2:3][CH2:2]1.Br[CH2:6][CH2:7][O:8][C:9]1[CH:14]=[CH:13][C:12]([C:15]2[CH:20]=[CH:19][CH:18]=[CH:17][CH:16]=2)=[CH:11][CH:10]=1, predict the reaction product. The product is: [C:12]1([C:15]2[CH:16]=[CH:17][CH:18]=[CH:19][CH:20]=2)[CH:11]=[CH:10][C:9]([O:8][CH2:7][CH2:6][NH:4][CH:1]2[CH2:3][CH2:2]2)=[CH:14][CH:13]=1. (4) Given the reactants [CH3:1][C:2]1[CH:10]=[CH:9][C:5]([C:6](O)=[O:7])=[C:4]([N+:11]([O-:13])=[O:12])[CH:3]=1.C(Cl)(=O)C(Cl)=O.[NH4+:20].[OH-], predict the reaction product. The product is: [CH3:1][C:2]1[CH:10]=[CH:9][C:5]([C:6]([NH2:20])=[O:7])=[C:4]([N+:11]([O-:13])=[O:12])[CH:3]=1. (5) Given the reactants [CH2:1]([O:8][C:9]([N:11]1[CH2:20][CH2:19][C:18]2[C:17]([NH:21][C:22]3[CH:26]=[C:25]([CH:27]4[CH2:29][CH2:28]4)[NH:24][N:23]=3)=[N:16][C:15](S(C)(=O)=O)=[N:14][C:13]=2[CH2:12]1)=[O:10])[C:2]1[CH:7]=[CH:6][CH:5]=[CH:4][CH:3]=1.[F:34][C:35]1[CH:40]=[CH:39][C:38]([C@@H:41]([NH2:43])[CH3:42])=[CH:37][CH:36]=1.CCN(C(C)C)C(C)C, predict the reaction product. The product is: [CH2:1]([O:8][C:9]([N:11]1[CH2:20][CH2:19][C:18]2[C:17]([NH:21][C:22]3[CH:26]=[C:25]([CH:27]4[CH2:29][CH2:28]4)[NH:24][N:23]=3)=[N:16][C:15]([NH:43][C@H:41]([C:38]3[CH:39]=[CH:40][C:35]([F:34])=[CH:36][CH:37]=3)[CH3:42])=[N:14][C:13]=2[CH2:12]1)=[O:10])[C:2]1[CH:7]=[CH:6][CH:5]=[CH:4][CH:3]=1.